This data is from Reaction yield outcomes from USPTO patents with 853,638 reactions. The task is: Predict the reaction yield, written as a fraction of the theoretical maximum amount of product (1.0 means a 100% yield; for example, 0.34 means a 34% yield). The reactants are [CH2:1]([O:3][C:4](/[C:6](=[CH:11]/[C:12]1[CH:13]=[N:14][N:15]([CH:17]2[CH2:22][CH2:21][CH2:20][CH2:19][O:18]2)[CH:16]=1)/[CH2:7][C:8]([OH:10])=O)=[O:5])[CH3:2].[CH3:23][C:24]([O-])=[O:25].[Na+]. The catalyst is C(OC(=O)C)(=O)C. The product is [C:24]([O:10][C:8]1[CH:7]=[C:6]([C:4]([O:3][CH2:1][CH3:2])=[O:5])[CH:11]=[C:12]2[C:16]=1[N:15]([CH:17]1[CH2:22][CH2:21][CH2:20][CH2:19][O:18]1)[N:14]=[CH:13]2)(=[O:25])[CH3:23]. The yield is 0.250.